The task is: Predict the product of the given reaction.. This data is from Forward reaction prediction with 1.9M reactions from USPTO patents (1976-2016). (1) Given the reactants [NH2:1]C1N=CN=C2N(C3CCN(C(=O)CCN[CH2:34][CH2:35][OH:36])CC3)N=C(C3C=CC(OC4C=CC=CC=4)=CC=3)C=12.Cl.[NH2:39][C:40]1[N:45]=[CH:44][N:43]=[C:42]2[N:46]([CH:62]3[CH2:67][CH2:66][N:65]([C:68](=[O:82])[CH2:69][CH2:70][N:71]([CH2:79][CH2:80][OH:81])C(=O)OC(C)(C)C)[CH2:64][CH2:63]3)[N:47]=[C:48]([C:49]3[CH:54]=[CH:53][C:52]([O:55][C:56]4[CH:61]=[CH:60][CH:59]=[CH:58][CH:57]=4)=[CH:51][CH:50]=3)[C:41]=12, predict the reaction product. The product is: [C:35]([O-:36])(=[O:55])[CH3:34].[NH4+:1].[NH2:39][C:40]1[N:45]=[CH:44][N:43]=[C:42]2[N:46]([CH:62]3[CH2:63][CH2:64][N:65]([C:68](=[O:82])[CH2:69][CH2:70][NH:71][CH2:79][CH2:80][OH:81])[CH2:66][CH2:67]3)[N:47]=[C:48]([C:49]3[CH:50]=[CH:51][C:52]([O:55][C:56]4[CH:57]=[CH:58][CH:59]=[CH:60][CH:61]=4)=[CH:53][CH:54]=3)[C:41]=12. (2) Given the reactants Cl[C:2]1([C:20]2[CH:25]=[CH:24][C:23]([Cl:26])=[CH:22][CH:21]=2)[C:10]2[C:5](=[CH:6][CH:7]=[CH:8][CH:9]=2)[C:4](=[O:11])[N:3]1[CH2:12][C:13]1[CH:18]=[CH:17][C:16]([Cl:19])=[CH:15][CH:14]=1.[CH:27]1([OH:33])[CH2:31][CH2:30][CH:29]([OH:32])[CH2:28]1, predict the reaction product. The product is: [Cl:19][C:16]1[CH:17]=[CH:18][C:13]([CH2:12][N:3]2[C:2]([C:20]3[CH:21]=[CH:22][C:23]([Cl:26])=[CH:24][CH:25]=3)([O:32][CH:29]3[CH2:30][CH2:31][CH:27]([OH:33])[CH2:28]3)[C:10]3[C:5](=[CH:6][CH:7]=[CH:8][CH:9]=3)[C:4]2=[O:11])=[CH:14][CH:15]=1. (3) Given the reactants [CH2:1]([O:3][C:4]([C:6]1[C:15](=[O:16])[C:14]2[C:9](=[CH:10][C:11](Cl)=[CH:12][N:13]=2)[N:8]([C@H:18]([C:22]([CH3:30])([CH3:29])[O:23][SiH2:24][C:25]([CH3:28])([CH3:27])[CH3:26])[CH:19]([CH3:21])[CH3:20])[CH:7]=1)=[O:5])[CH3:2].[Br-].[F:32][C:33]1[CH:34]=[C:35]([CH:38]=[CH:39][C:40]=1[F:41])[CH2:36][Zn+].Cl, predict the reaction product. The product is: [CH2:1]([O:3][C:4]([C:6]1[C:15](=[O:16])[C:14]2[C:9](=[CH:10][C:11]([CH2:36][C:35]3[CH:38]=[CH:39][C:40]([F:41])=[C:33]([F:32])[CH:34]=3)=[CH:12][N:13]=2)[N:8]([C@H:18]([C:22]([CH3:30])([CH3:29])[O:23][SiH2:24][C:25]([CH3:28])([CH3:27])[CH3:26])[CH:19]([CH3:21])[CH3:20])[CH:7]=1)=[O:5])[CH3:2].